Dataset: Catalyst prediction with 721,799 reactions and 888 catalyst types from USPTO. Task: Predict which catalyst facilitates the given reaction. (1) Reactant: Br[C:2]1[CH:7]=[N:6][C:5]([C:8]#[C:9][C:10]2[CH:15]=[CH:14][CH:13]=[CH:12][CH:11]=2)=[CH:4][N:3]=1.Cl.[NH2:17][CH2:18][CH2:19][C:20]([CH3:23])([OH:22])[CH3:21].C(N(CC)CC)C. Product: [CH3:21][C:20]([OH:22])([CH2:19][CH2:18][NH:17][C:2]1[CH:7]=[N:6][C:5]([C:8]#[C:9][C:10]2[CH:15]=[CH:14][CH:13]=[CH:12][CH:11]=2)=[CH:4][N:3]=1)[CH3:23]. The catalyst class is: 17. (2) Reactant: [NH2:1][C:2]1[CH:3]=[CH:4][C:5]([CH3:22])=[C:6]([NH:8][C:9]2[C:18]3[C:13](=[CH:14][C:15]([C:19]([OH:21])=[O:20])=[CH:16][CH:17]=3)[N:12]=[CH:11][N:10]=2)[CH:7]=1.[F:23][C:24]([F:35])([F:34])[C:25]1[CH:26]=[C:27]([CH:31]=[CH:32][CH:33]=1)[C:28](Cl)=[O:29]. Product: [CH3:22][C:5]1[CH:4]=[CH:3][C:2]([NH:1][C:28](=[O:29])[C:27]2[CH:31]=[CH:32][CH:33]=[C:25]([C:24]([F:23])([F:34])[F:35])[CH:26]=2)=[CH:7][C:6]=1[NH:8][C:9]1[C:18]2[C:13](=[CH:14][C:15]([C:19]([OH:21])=[O:20])=[CH:16][CH:17]=2)[N:12]=[CH:11][N:10]=1. The catalyst class is: 2. (3) Reactant: [CH3:1][O:2][C:3]1[CH:12]=[C:11]2[C:6]([CH:7]=[C:8]([C:13]([OH:15])=O)[N:9]=[CH:10]2)=[CH:5][CH:4]=1.[NH:16]1[CH:20]=[CH:19][N:18]=[C:17]1[NH:21][C:22]([C:24]1[C:32]2[NH:31][C:30]([NH2:33])=[N:29][C:28]=2[CH:27]=[CH:26][CH:25]=1)=[O:23].CN(C(ON1N=NC2C=CC=CC1=2)=[N+](C)C)C.F[P-](F)(F)(F)(F)F.CCN(C(C)C)C(C)C. Product: [NH:18]1[CH:19]=[CH:20][N:16]=[C:17]1[NH:21][C:22]([C:24]1[C:32]2[N:31]=[C:30]([NH:33][C:13]([C:8]3[N:9]=[CH:10][C:11]4[C:6]([CH:7]=3)=[CH:5][CH:4]=[C:3]([O:2][CH3:1])[CH:12]=4)=[O:15])[NH:29][C:28]=2[CH:27]=[CH:26][CH:25]=1)=[O:23]. The catalyst class is: 3. (4) Reactant: Br[C:2]1[CH:7]=[N:6][C:5]([N:8]2[C:12]([CH3:13])=[CH:11][CH:10]=[C:9]2[CH3:14])=[CH:4][N:3]=1.[Si:15]([O:22][C@H:23]1[CH2:28][CH2:27][C@@H:26]([C:29]([O:31][CH2:32][CH3:33])=[O:30])[CH2:25][C@@H:24]1[F:34])([C:18]([CH3:21])([CH3:20])[CH3:19])([CH3:17])[CH3:16].C[Si]([N-][Si](C)(C)C)(C)C.[Na+]. Product: [Si:15]([O:22][C@H:23]1[CH2:28][CH2:27][C:26]([C:2]2[CH:7]=[N:6][C:5]([N:8]3[C:12]([CH3:13])=[CH:11][CH:10]=[C:9]3[CH3:14])=[CH:4][N:3]=2)([C:29]([O:31][CH2:32][CH3:33])=[O:30])[CH2:25][C@@H:24]1[F:34])([C:18]([CH3:21])([CH3:20])[CH3:19])([CH3:17])[CH3:16]. The catalyst class is: 11. (5) Reactant: [C:1]([C:3]1[CH:4]=[C:5]([N:9]2[C:13](=[O:14])[CH2:12][S:11][C:10]2=[S:15])[CH:6]=[CH:7][CH:8]=1)#[N:2].[CH2:16]([O:18][C:19]1[CH:20]=[C:21]([CH:24]=[CH:25][C:26]=1[OH:27])[CH:22]=O)[CH3:17].C([O-])(=O)C.[NH4+].O. Product: [C:1]([C:3]1[CH:4]=[C:5]([N:9]2[C:13](=[O:14])[C:12](=[CH:22][C:21]3[CH:24]=[CH:25][C:26]([OH:27])=[C:19]([O:18][CH2:16][CH3:17])[CH:20]=3)[S:11][C:10]2=[S:15])[CH:6]=[CH:7][CH:8]=1)#[N:2]. The catalyst class is: 15. (6) Reactant: [F:1][C:2]([F:20])([F:19])[C@H:3]([CH3:18])[CH:4]([C:10]1[CH:15]=[CH:14][C:13]([CH:16]=[CH2:17])=[CH:12][CH:11]=1)C(OCC)=O.[F-].[Na+].C(C1C=C(C)C=C([C:34]([CH3:37])(C)C)C=1O)(C)(C)C.[F:39][C:40]([F:52])(S(F)(=O)=O)C(O[Si](C)(C)C)=O.[C:53]([O-:56])(O)=[O:54].[Na+]. Product: [F:39][C:40]1([F:52])[CH2:17][CH:16]1[C:13]1[CH:12]=[CH:11][C:10]([CH:4]([C@@H:3]([CH3:18])[C:2]([F:1])([F:19])[F:20])[C:53]([O:56][CH2:34][CH3:37])=[O:54])=[CH:15][CH:14]=1. The catalyst class is: 13.